Dataset: Forward reaction prediction with 1.9M reactions from USPTO patents (1976-2016). Task: Predict the product of the given reaction. (1) Given the reactants [C:1]1([CH:7]([C:20]2[CH:25]=[CH:24][CH:23]=[CH:22][CH:21]=2)[CH2:8][CH2:9][NH:10][C:11](=[O:19])[C:12]2[CH:17]=[CH:16][C:15](F)=[N:14][CH:13]=2)[CH:6]=[CH:5][CH:4]=[CH:3][CH:2]=1.[NH:26]1[CH2:31][CH2:30][CH2:29][CH2:28][CH2:27]1.[OH-].[K+].O, predict the reaction product. The product is: [C:1]1([CH:7]([C:20]2[CH:25]=[CH:24][CH:23]=[CH:22][CH:21]=2)[CH2:8][CH2:9][NH:10][C:11]([C:12]2[CH:17]=[CH:16][C:15]([N:26]3[CH2:31][CH2:30][CH2:29][CH2:28][CH2:27]3)=[N:14][CH:13]=2)=[O:19])[CH:6]=[CH:5][CH:4]=[CH:3][CH:2]=1. (2) The product is: [C:12]1([C:2]2[CH:3]3[CH2:9][C:8](=[O:10])[CH:7]([CH:11]=2)[CH2:6][CH2:5][CH2:4]3)[CH:13]=[CH:14][CH:15]=[CH:16][CH:17]=1. Given the reactants O[C:2]1([C:12]2[CH:17]=[CH:16][CH:15]=[CH:14][CH:13]=2)[CH2:11][CH:7]2[C:8](=[O:10])[CH2:9][CH:3]1[CH2:4][CH2:5][CH2:6]2.CC1C=CC(S(O)(=O)=O)=CC=1, predict the reaction product. (3) The product is: [OH:21][CH:16]1[CH2:17][O:18][C:19](=[O:20])/[C:15]/1=[CH:14]/[CH2:13][CH:12]1[C:10](=[CH2:11])[CH2:9][CH2:8][CH:7]2[C:2]1([CH3:1])[CH2:3][CH2:4][CH:5]1[C:6]2([CH3:22])[CH2:23][O:24][C:26]([CH3:31])([CH3:27])[O:25]1. Given the reactants [CH3:1][C@:2]12[C@H:12]([CH2:13]/[CH:14]=[C:15]3\[C@H:16]([OH:21])[CH2:17][O:18][C:19]\3=[O:20])[C:10](=[CH2:11])[CH2:9][CH2:8][C@@H:7]1[C@@:6]([CH2:23][OH:24])([CH3:22])[C@H:5]([OH:25])[CH2:4][CH2:3]2.[C:26]1(C)[CH:31]=CC(S(O)(=O)=O)=C[CH:27]=1.COC(OC)(C)C, predict the reaction product. (4) Given the reactants [OH:1][CH:2]([C:31]1[CH:36]=[CH:35][CH:34]=[CH:33][CH:32]=1)[CH2:3][NH:4][C:5]([C:7]1[N:8]=[N:9][C:10]([N:13]2[CH2:18][CH2:17][N:16]([C:19](=[O:30])[C:20]3[CH:25]=[CH:24][CH:23]=[CH:22][C:21]=3[C:26]([F:29])([F:28])[F:27])[CH2:15][CH2:14]2)=[CH:11][CH:12]=1)=[O:6].[C:37](OC(=O)C)(=[O:39])[CH3:38], predict the reaction product. The product is: [C:31]1([CH:2]([O:1][C:37](=[O:39])[CH3:38])[CH2:3][NH:4][C:5]([C:7]2[N:8]=[N:9][C:10]([N:13]3[CH2:18][CH2:17][N:16]([C:19](=[O:30])[C:20]4[CH:25]=[CH:24][CH:23]=[CH:22][C:21]=4[C:26]([F:28])([F:29])[F:27])[CH2:15][CH2:14]3)=[CH:11][CH:12]=2)=[O:6])[CH:32]=[CH:33][CH:34]=[CH:35][CH:36]=1. (5) Given the reactants [OH:1][CH:2]([C:5]1[CH:6]=[C:7]([C:17]([NH:19][CH2:20][C:21]2[C:22](=[O:29])[NH:23][C:24]([CH3:28])=[CH:25][C:26]=2[CH3:27])=[O:18])[C:8]2[CH:13]=[N:12][N:11]([CH:14]([CH3:16])[CH3:15])[C:9]=2[N:10]=1)CO, predict the reaction product. The product is: [CH3:27][C:26]1[CH:25]=[C:24]([CH3:28])[NH:23][C:22](=[O:29])[C:21]=1[CH2:20][NH:19][C:17]([C:7]1[C:8]2[CH:13]=[N:12][N:11]([CH:14]([CH3:16])[CH3:15])[C:9]=2[N:10]=[C:5]([CH:2]=[O:1])[CH:6]=1)=[O:18]. (6) Given the reactants [Cl:1][C:2]1[CH:7]=[CH:6][C:5]([C:8]2[O:9][C:10]3[C:11](=[C:13]([C:17]([O:19]C)=[O:18])[CH:14]=[CH:15][CH:16]=3)[N:12]=2)=[CH:4][CH:3]=1.C1COCC1.[OH-].[Li+].Cl, predict the reaction product. The product is: [Cl:1][C:2]1[CH:3]=[CH:4][C:5]([C:8]2[O:9][C:10]3[C:11](=[C:13]([C:17]([OH:19])=[O:18])[CH:14]=[CH:15][CH:16]=3)[N:12]=2)=[CH:6][CH:7]=1. (7) Given the reactants [N:1]1[CH:6]=[CH:5][CH:4]=[CH:3][C:2]=1[C:7]#[N:8].[CH3:9][O-:10].[Na+], predict the reaction product. The product is: [CH3:9][O:10][C:7](=[NH:8])[C:2]1[CH:3]=[CH:4][CH:5]=[CH:6][N:1]=1. (8) Given the reactants [NH2:1][CH:2]1[CH:7]([OH:8])[CH2:6][CH2:5][N:4]([C:9]([O:11][C:12]([CH3:15])([CH3:14])[CH3:13])=[O:10])[CH2:3]1.C(N(CC)CC)C.[F:23][C:24]([F:34])([F:33])[C:25]1[CH:32]=[CH:31][C:28]([CH2:29]Cl)=[CH:27][CH:26]=1.C([O:37]C(=O)CC(C)=O)C, predict the reaction product. The product is: [OH:8][CH:7]1[CH2:6][CH2:5][N:4]([C:9]([O:11][C:12]([CH3:15])([CH3:14])[CH3:13])=[O:10])[CH2:3][CH:2]1[NH:1][C:29](=[O:37])[C:28]1[CH:31]=[CH:32][C:25]([C:24]([F:34])([F:33])[F:23])=[CH:26][CH:27]=1. (9) Given the reactants Br[C:2]1[CH:3]=[N:4][C:5]2[C:10]([CH:11]=1)=[CH:9][C:8]([CH:12]([CH3:18])[C:13]([O:15][CH2:16][CH3:17])=[O:14])=[CH:7][CH:6]=2.[CH3:19][N:20]1[CH:24]=[C:23](B2OC(C)(C)C(C)(C)O2)[CH:22]=[N:21]1, predict the reaction product. The product is: [CH2:16]([O:15][C:13](=[O:14])[CH:12]([C:8]1[CH:9]=[C:10]2[C:5](=[CH:6][CH:7]=1)[N:4]=[CH:3][C:2]([C:23]1[CH:22]=[N:21][N:20]([CH3:19])[CH:24]=1)=[CH:11]2)[CH3:18])[CH3:17].